Dataset: Catalyst prediction with 721,799 reactions and 888 catalyst types from USPTO. Task: Predict which catalyst facilitates the given reaction. (1) Reactant: [Br:1][C:2]1[CH:3]=[C:4]([S:9]([NH2:12])(=[O:11])=[O:10])[C:5]([OH:8])=[N:6][CH:7]=1.[CH3:13][Si](C=[N+]=[N-])(C)C. Product: [Br:1][C:2]1[CH:3]=[C:4]([S:9]([NH2:12])(=[O:11])=[O:10])[C:5](=[O:8])[N:6]([CH3:13])[CH:7]=1.[Br:1][C:2]1[CH:3]=[C:4]([S:9]([NH2:12])(=[O:11])=[O:10])[C:5]([O:8][CH3:13])=[N:6][CH:7]=1. The catalyst class is: 100. (2) Reactant: [CH:1]([NH:4][C:5]1[C:10]([C:11]([O:13]CC)=[O:12])=[CH:9][N:8]=[C:7]([S:16][CH3:17])[N:6]=1)([CH3:3])[CH3:2].[OH-].[Na+]. Product: [CH:1]([NH:4][C:5]1[C:10]([C:11]([OH:13])=[O:12])=[CH:9][N:8]=[C:7]([S:16][CH3:17])[N:6]=1)([CH3:3])[CH3:2]. The catalyst class is: 8. (3) Reactant: B(Br)(Br)Br.[Br:5][C:6]1[CH:11]=[CH:10][C:9]([N+:12]([O-:14])=[O:13])=[CH:8][C:7]=1[O:15]C. Product: [Br:5][C:6]1[CH:11]=[CH:10][C:9]([N+:12]([O-:14])=[O:13])=[CH:8][C:7]=1[OH:15]. The catalyst class is: 2. (4) Reactant: Cl[C:2]1[C:7]([C:8]#[N:9])=[CH:6][N:5]=[C:4]([C:10]2[C:18]3[C:13](=[CH:14][CH:15]=[CH:16][CH:17]=3)[N:12]([CH2:19][C:20]3[CH:25]=[CH:24][CH:23]=[CH:22][C:21]=3[F:26])[N:11]=2)[N:3]=1.[N:27]1[CH:32]=[CH:31][C:30]([NH2:33])=[CH:29][CH:28]=1.C(N(C(C)C)C(C)C)C. Product: [F:26][C:21]1[CH:22]=[CH:23][CH:24]=[CH:25][C:20]=1[CH2:19][N:12]1[C:13]2[C:18](=[CH:17][CH:16]=[CH:15][CH:14]=2)[C:10]([C:4]2[N:3]=[C:2]([NH:33][C:30]3[CH:31]=[CH:32][N:27]=[CH:28][CH:29]=3)[C:7]([C:8]#[N:9])=[CH:6][N:5]=2)=[N:11]1. The catalyst class is: 9. (5) Reactant: C(OC([NH:8][C:9]1[CH:14]=[CH:13][C:12]([CH2:15][C:16]([O:18][CH2:19][CH3:20])=[O:17])=[CH:11][C:10]=1[C:21](=O)[C:22]([N:24]1[CH2:32][C:31]2[C:26](=[CH:27][CH:28]=[CH:29][CH:30]=2)[CH2:25]1)=[O:23])=O)(C)(C)C.[F-].[Cs+].C[Si]([N:40]=[C:41]=[N:42][Si](C)(C)C)(C)C.Cl. Product: [NH2:40][C:41]1[N:42]=[C:21]([C:22]([N:24]2[CH2:25][C:26]3[C:31](=[CH:30][CH:29]=[CH:28][CH:27]=3)[CH2:32]2)=[O:23])[C:10]2[C:9](=[CH:14][CH:13]=[C:12]([CH2:15][C:16]([O:18][CH2:19][CH3:20])=[O:17])[CH:11]=2)[N:8]=1. The catalyst class is: 245. (6) Reactant: CO[C:3]([C:5]1[C:13]2[C:8](=[CH:9][C:10]([Cl:14])=[CH:11][CH:12]=2)[NH:7][N:6]=1)=[O:4].CC(C[AlH]C[CH:21]([CH3:23])[CH3:22])C.[CH3:24][CH2:25][O:26]C(C)=O. Product: [Cl:14][C:10]1[CH:9]=[C:8]2[C:13]([C:5]([CH2:3][OH:4])=[N:6][N:7]2[CH:22]2[CH2:21][CH2:23][CH2:24][CH2:25][O:26]2)=[CH:12][CH:11]=1. The catalyst class is: 2.